From a dataset of Catalyst prediction with 721,799 reactions and 888 catalyst types from USPTO. Predict which catalyst facilitates the given reaction. (1) Reactant: [C:1]([C:3]1[C:4]([C:21]([F:24])([F:23])[F:22])=[C:5]2[C:9](=[CH:10][CH:11]=1)[N:8]([CH2:12]/[C:13](=[N:16]/[H])/[NH:14][OH:15])[C:7]([CH2:18][CH2:19][CH3:20])=[CH:6]2)#[N:2].[C:25]([C:27]1[CH:28]=[C:29]([CH:33]=[CH:34][CH:35]=1)[C:30](Cl)=O)#[N:26].C(N(CC)C(C)C)(C)C. Product: [C:25]([C:27]1[CH:28]=[C:29]([C:30]2[O:15][N:14]=[C:13]([CH2:12][N:8]3[C:9]4[C:5](=[C:4]([C:21]([F:24])([F:23])[F:22])[C:3]([C:1]#[N:2])=[CH:11][CH:10]=4)[CH:6]=[C:7]3[CH2:18][CH2:19][CH3:20])[N:16]=2)[CH:33]=[CH:34][CH:35]=1)#[N:26]. The catalyst class is: 10. (2) Reactant: [C:1]([C:3]1[CH:8]=[CH:7][C:6]([NH:9][C:10]([CH2:12][CH2:13][N:14]2[CH2:19][CH2:18][N:17]([CH2:20][C:21]([O:23][CH2:24][CH3:25])=[O:22])[CH2:16][CH2:15]2)=[O:11])=[CH:5][CH:4]=1)#[N:2].Cl.[NH2:27][OH:28].C(N(CC)CC)C. Product: [OH:28][NH:27][C:1]([C:3]1[CH:8]=[CH:7][C:6]([NH:9][C:10]([CH2:12][CH2:13][N:14]2[CH2:19][CH2:18][N:17]([CH2:20][C:21]([O:23][CH2:24][CH3:25])=[O:22])[CH2:16][CH2:15]2)=[O:11])=[CH:5][CH:4]=1)=[NH:2]. The catalyst class is: 8. (3) Reactant: Br[C:2]1[N:3]=[C:4]([C:23]2[CH:28]=[CH:27][C:26]([Cl:29])=[CH:25][C:24]=2[Cl:30])[C:5]([C:19]([O:21][CH3:22])=[O:20])=[N:6][C:7]=1[NH:8][C@@H:9]1[C:17]2[C:12](=[CH:13][CH:14]=[CH:15][CH:16]=2)[CH2:11][C@@H:10]1[OH:18].[CH3:31][O-:32].[Na+].[CH3:34]O. Product: [Cl:30][C:24]1[CH:25]=[C:26]([Cl:29])[CH:27]=[CH:28][C:23]=1[C:4]1[C:5]([C:19]([O:21][CH2:22][CH3:34])=[O:20])=[N:6][C:7]([NH:8][C@@H:9]2[C:17]3[C:12](=[CH:13][CH:14]=[CH:15][CH:16]=3)[CH2:11][C@@H:10]2[OH:18])=[C:2]([O:32][CH3:31])[N:3]=1. The catalyst class is: 25. (4) Reactant: [C:1]([O:5][C:6]([N:8]1[CH2:21][CH2:20][C:11]2[C:12]3[C:17](Cl)=[N:16][CH:15]=[N:14][C:13]=3[S:19][C:10]=2[CH2:9]1)=[O:7])([CH3:4])([CH3:3])[CH3:2].[F:22][C:23]1[CH:29]=[CH:28][C:26]([NH2:27])=[C:25]([O:30][CH:31]2[CH2:36][CH2:35][O:34][CH2:33][CH2:32]2)[CH:24]=1.C1(C)C=CC(S(O)(=O)=O)=CC=1. The catalyst class is: 225. Product: [C:1]([O:5][C:6]([N:8]1[CH2:21][CH2:20][C:11]2[C:12]3[C:17]([NH:27][C:26]4[CH:28]=[CH:29][C:23]([F:22])=[CH:24][C:25]=4[O:30][CH:31]4[CH2:36][CH2:35][O:34][CH2:33][CH2:32]4)=[N:16][CH:15]=[N:14][C:13]=3[S:19][C:10]=2[CH2:9]1)=[O:7])([CH3:4])([CH3:3])[CH3:2]. (5) Reactant: Cl.[Br:2][C:3]1[CH:4]=[C:5]([NH:11][C:12]2[N:17]=[CH:16][C:15]([N:18]3[CH2:23][CH2:22][N:21](C(OC(C)(C)C)=O)[CH2:20][C:19]3=[O:31])=[CH:14][CH:13]=2)[C:6](=[O:10])[N:7]([CH3:9])[CH:8]=1. Product: [Br:2][C:3]1[CH:4]=[C:5]([NH:11][C:12]2[N:17]=[CH:16][C:15]([N:18]3[CH2:23][CH2:22][NH:21][CH2:20][C:19]3=[O:31])=[CH:14][CH:13]=2)[C:6](=[O:10])[N:7]([CH3:9])[CH:8]=1. The catalyst class is: 12. (6) Reactant: [Br:1]Br.[F:3][C:4]1[CH:9]=[CH:8][C:7]([NH:10][C:11]([C:13]2[C:21]3[C:16](=[CH:17][CH:18]=[C:19]([NH2:22])[CH:20]=3)[NH:15][N:14]=2)=[O:12])=[CH:6][CH:5]=1.S([O-])([O-])(=O)=S.[Na+].[Na+]. Product: [F:3][C:4]1[CH:5]=[CH:6][C:7]([NH:10][C:11]([C:13]2[C:21]3[C:16](=[CH:17][CH:18]=[C:19]([NH2:22])[C:20]=3[Br:1])[NH:15][N:14]=2)=[O:12])=[CH:8][CH:9]=1. The catalyst class is: 5.